Predict the reactants needed to synthesize the given product. From a dataset of Full USPTO retrosynthesis dataset with 1.9M reactions from patents (1976-2016). (1) Given the product [O:47]1[CH2:51][CH2:50][CH:49]([CH2:52][NH:53][C:11]([C:8]2[CH:7]=[C:6]([CH2:5][O:4][C:3]3[CH:14]=[CH:15][CH:16]=[CH:17][C:2]=3[Cl:1])[O:10][N:9]=2)=[O:13])[CH2:48]1, predict the reactants needed to synthesize it. The reactants are: [Cl:1][C:2]1[CH:17]=[CH:16][CH:15]=[CH:14][C:3]=1[O:4][CH2:5][C:6]1[O:10][N:9]=[C:8]([C:11]([OH:13])=O)[CH:7]=1.C(N(CC)CC)C.Cl.C(N=C=NCCCN(C)C)C.ON1C2C=CC=CC=2N=N1.[O:47]1[CH2:51][CH2:50][CH:49]([CH2:52][NH2:53])[CH2:48]1. (2) Given the product [F:1][C:2]1[CH:3]=[C:4]([NH:14][C:15]([C:17]2[C:18](=[O:24])[NH:19][CH:20]=[CH:21][C:22]=2[NH:49][CH2:50][C:51]2[CH:56]=[CH:55][CH:54]=[CH:53][N:52]=2)=[O:16])[CH:5]=[CH:6][C:7]=1[N:8]1[CH2:13][CH2:12][O:11][CH2:10][CH2:9]1, predict the reactants needed to synthesize it. The reactants are: [F:1][C:2]1[CH:3]=[C:4]([NH:14][C:15]([C:17]2[C:18](=[O:24])[NH:19][CH:20]=[CH:21][C:22]=2Cl)=[O:16])[CH:5]=[CH:6][C:7]=1[N:8]1[CH2:13][CH2:12][O:11][CH2:10][CH2:9]1.FC1C=C(NC(C2C(=O)NC=CC=2I)=O)C=CC=1N1CCOCC1.[NH2:49][CH2:50][C:51]1[CH:56]=[CH:55][CH:54]=[CH:53][N:52]=1.C(N(CC)CC)C. (3) Given the product [Br:19][C:18]1[C:12]2[O:11][CH2:10][CH2:9][N:8]([C:40]([O:42][C:43]([CH3:44])([CH3:45])[CH3:46])=[O:41])[CH2:14][C:13]=2[C:15]([F:20])=[CH:16][CH:17]=1, predict the reactants needed to synthesize it. The reactants are: C([N:8]1[CH2:14][C:13]2[C:15]([F:20])=[CH:16][CH:17]=[C:18]([Br:19])[C:12]=2[O:11][CH2:10][CH2:9]1)C1C=CC=CC=1.ClC(OC(Cl)C)=O.ClCCCl.[C:40](O[C:40]([O:42][C:43]([CH3:46])([CH3:45])[CH3:44])=[O:41])([O:42][C:43]([CH3:46])([CH3:45])[CH3:44])=[O:41]. (4) Given the product [N:26]1[C:35]2[C:30](=[CH:31][CH:32]=[CH:33][CH:34]=2)[CH:29]=[C:28]([C:8]2[C:16]3[C:15]([NH2:17])=[N:14][CH:13]=[N:12][C:11]=3[N:10]([CH2:18][O:19][CH2:20][CH2:21][Si:22]([CH3:25])([CH3:24])[CH3:23])[CH:9]=2)[CH:27]=1, predict the reactants needed to synthesize it. The reactants are: C(=O)([O-])[O-].[Na+].[Na+].I[C:8]1[C:16]2[C:15]([NH2:17])=[N:14][CH:13]=[N:12][C:11]=2[N:10]([CH2:18][O:19][CH2:20][CH2:21][Si:22]([CH3:25])([CH3:24])[CH3:23])[CH:9]=1.[N:26]1[C:35]2[C:30](=[CH:31][CH:32]=[CH:33][CH:34]=2)[CH:29]=[C:28](B(O)O)[CH:27]=1.O. (5) Given the product [CH3:31][C:26]1[C:25]([C:12]2[C:13]([C:17]3[CH:18]=[CH:19][C:20]([OH:23])=[CH:21][CH:22]=3)=[N:14][N:15]([CH3:16])[C:11]=2[CH2:10][CH2:9][OH:8])=[C:29]([CH3:30])[O:28][N:27]=1, predict the reactants needed to synthesize it. The reactants are: [Si]([O:8][CH2:9][CH2:10][C:11]1[N:15]([CH3:16])[N:14]=[C:13]([C:17]2[CH:22]=[CH:21][C:20]([O:23]C)=[CH:19][CH:18]=2)[C:12]=1[C:25]1[C:26]([CH3:31])=[N:27][O:28][C:29]=1[CH3:30])(C(C)(C)C)(C)C.B(F)(F)F.S(C)C.